Dataset: Full USPTO retrosynthesis dataset with 1.9M reactions from patents (1976-2016). Task: Predict the reactants needed to synthesize the given product. Given the product [Cl:1][C:2]1[CH:3]=[C:4]([NH:8][C:9]([NH:12][NH:11][C:13](=[O:20])[CH2:14][C:15]([O:17][CH2:18][CH3:19])=[O:16])=[O:10])[CH:5]=[CH:6][CH:7]=1, predict the reactants needed to synthesize it. The reactants are: [Cl:1][C:2]1[CH:7]=[CH:6][CH:5]=[C:4]([N:8]=[C:9]=[O:10])[CH:3]=1.[NH:11]([C:13](=[O:20])[CH2:14][C:15]([O:17][CH2:18][CH3:19])=[O:16])[NH2:12].